Dataset: TCR-epitope binding with 47,182 pairs between 192 epitopes and 23,139 TCRs. Task: Binary Classification. Given a T-cell receptor sequence (or CDR3 region) and an epitope sequence, predict whether binding occurs between them. (1) The epitope is FLLNKEMYL. The TCR CDR3 sequence is CASSSGSPTDTQYF. Result: 1 (the TCR binds to the epitope). (2) The epitope is FSKQLQQSM. The TCR CDR3 sequence is CASSAQPKSYEQYF. Result: 1 (the TCR binds to the epitope). (3) The epitope is NLDSKVGGNY. The TCR CDR3 sequence is CSVDAGDGYTF. Result: 0 (the TCR does not bind to the epitope). (4) The epitope is QECVRGTTVL. The TCR CDR3 sequence is CASSVGTTNEQYF. Result: 1 (the TCR binds to the epitope). (5) The epitope is IYSKHTPINL. The TCR CDR3 sequence is CASSPWGGEQYF. Result: 0 (the TCR does not bind to the epitope). (6) The epitope is TPRVTGGGAM. The TCR CDR3 sequence is CASSQETGAGTQYF. Result: 1 (the TCR binds to the epitope). (7) The epitope is FSKQLQQSM. The TCR CDR3 sequence is CSVWTSGRAGFSDTQYF. Result: 0 (the TCR does not bind to the epitope). (8) The epitope is TLIGDCATV. The TCR CDR3 sequence is CASSLHRDTTYEQYF. Result: 0 (the TCR does not bind to the epitope). (9) The TCR CDR3 sequence is CASFQRESTDTQYF. Result: 1 (the TCR binds to the epitope). The epitope is GTITVEELK.